Dataset: NCI-60 drug combinations with 297,098 pairs across 59 cell lines. Task: Regression. Given two drug SMILES strings and cell line genomic features, predict the synergy score measuring deviation from expected non-interaction effect. Drug 1: CC=C1C(=O)NC(C(=O)OC2CC(=O)NC(C(=O)NC(CSSCCC=C2)C(=O)N1)C(C)C)C(C)C. Drug 2: C1=NNC2=C1C(=O)NC=N2. Cell line: TK-10. Synergy scores: CSS=37.5, Synergy_ZIP=-0.991, Synergy_Bliss=-1.10, Synergy_Loewe=-30.6, Synergy_HSA=-2.25.